Dataset: Full USPTO retrosynthesis dataset with 1.9M reactions from patents (1976-2016). Task: Predict the reactants needed to synthesize the given product. (1) Given the product [CH2:20]([N:31]([CH3:29])[CH2:2]/[CH:3]=[CH:4]/[B:5]1[O:9][C:8]([CH3:11])([CH3:10])[C:7]([CH3:13])([CH3:12])[O:6]1)[C:21]1[CH:22]=[CH:23][CH:24]=[CH:25][CH:26]=1, predict the reactants needed to synthesize it. The reactants are: Cl[CH2:2]/[CH:3]=[CH:4]/[B:5]1[O:9][C:8]([CH3:11])([CH3:10])[C:7]([CH3:13])([CH3:12])[O:6]1.C(=O)([O-])[O-].[K+].[K+].[CH2:20](CN)[C:21]1[CH:26]=[CH:25][CH:24]=[CH:23][CH:22]=1.[C:29](#[N:31])C. (2) Given the product [C:1]([C:4]1[C:22](=[O:23])[C@@:8]2([CH3:24])[C:9]3[C:15]([OH:16])=[CH:14][C:13]([O:17][CH3:18])=[C:12]([C:19]([NH:21][CH2:26][C:27]4[C:34]([CH3:35])=[CH:33][CH:32]=[C:31]([CH3:36])[C:28]=4[CH3:29])=[O:20])[C:10]=3[O:11][C:7]2=[CH:6][C:5]=1[OH:25])(=[O:3])[CH3:2], predict the reactants needed to synthesize it. The reactants are: [C:1]([C:4]1[C:22](=[O:23])[C@@:8]2([CH3:24])[C:9]3[C:15]([OH:16])=[CH:14][C:13]([O:17][CH3:18])=[C:12]([C:19]([NH2:21])=[O:20])[C:10]=3[O:11][C:7]2=[CH:6][C:5]=1[OH:25])(=[O:3])[CH3:2].[CH3:26][C:27]1[C:34]([CH3:35])=[CH:33][CH:32]=[C:31]([CH3:36])[C:28]=1[CH:29]=O.C([SiH](CC)CC)C.FC(F)(F)C(O)=O. (3) Given the product [CH:23]1([N:22]2[C:21]3[CH:29]=[CH:30][C:31]([C:33]([OH:35])=[O:34])=[CH:32][C:20]=3[N:19]=[C:18]2[C:13]2[CH:14]=[C:15]3[C:10](=[CH:11][CH:12]=2)[N:9]=[C:74]([C:69]2[CH:70]=[CH:71][C:72]([Cl:73])=[C:67]([Cl:66])[CH:68]=2)[CH:75]=[CH:16]3)[CH2:24][CH2:25][CH2:26][CH2:27][CH2:28]1, predict the reactants needed to synthesize it. The reactants are: BrC1C=CC(O)=C(C2C=[CH:16][C:15]3[C:10](=[CH:11][CH:12]=[C:13]([C:18]4[N:22]([CH:23]5[CH2:28][CH2:27][CH2:26][CH2:25][CH2:24]5)[C:21]5[CH:29]=[CH:30][C:31]([C:33]([OH:35])=[O:34])=[CH:32][C:20]=5[N:19]=4)[CH:14]=3)[N:9]=2)C=1.C(OC(C1C=CC2N(C3CCCCC3)C(C3C=CC(N)=C(C=O)C=3)=NC=2C=1)=O)C.[Cl:66][C:67]1[CH:68]=[C:69]([C:74](=O)[CH3:75])[CH:70]=[CH:71][C:72]=1[Cl:73].[OH-].[K+].